Dataset: Catalyst prediction with 721,799 reactions and 888 catalyst types from USPTO. Task: Predict which catalyst facilitates the given reaction. (1) Reactant: C([N:4]1[C:12]2[C:7](=[CH:8][CH:9]=[C:10]([NH:13][C:14]([C:16]3[C:25]4[C:20](=[CH:21][C:22]([O:26][C:27]5[CH:28]=[N:29][C:30]([O:33][CH3:34])=[CH:31][CH:32]=5)=[CH:23][CH:24]=4)[CH:19]=[CH:18][CH:17]=3)=[O:15])[CH:11]=2)[C:6]([CH3:36])([CH3:35])[CH2:5]1)(=O)C.Cl. Product: [CH3:35][C:6]1([CH3:36])[C:7]2[C:12](=[CH:11][C:10]([NH:13][C:14]([C:16]3[C:25]4[C:20](=[CH:21][C:22]([O:26][C:27]5[CH:28]=[N:29][C:30]([O:33][CH3:34])=[CH:31][CH:32]=5)=[CH:23][CH:24]=4)[CH:19]=[CH:18][CH:17]=3)=[O:15])=[CH:9][CH:8]=2)[NH:4][CH2:5]1. The catalyst class is: 14. (2) Reactant: [NH2:1][CH2:2][C@:3]12[CH2:41][CH2:40][C@@H:39]([C:42]([CH3:44])=[CH2:43])[C@@H:4]1[C@@H:5]1[C@@:18]([CH3:21])([CH2:19][CH2:20]2)[C@@:17]2([CH3:22])[C@@H:8]([C@:9]3([CH3:38])[C@@H:14]([CH2:15][CH2:16]2)[C:13]([CH3:24])([CH3:23])[C:12]([C:25]2[CH:37]=[CH:36][C:28]([C:29]([O:31][C:32]([CH3:35])([CH3:34])[CH3:33])=[O:30])=[CH:27][CH:26]=2)=[CH:11][CH2:10]3)[CH2:7][CH2:6]1.Cl[S:46]([C:49]1[CH:57]=[CH:56][C:52]([C:53]([OH:55])=[O:54])=[CH:51][CH:50]=1)(=[O:48])=[O:47].CCN(C(C)C)C(C)C. Product: [C:32]([O:31][C:29]([C:28]1[CH:36]=[CH:37][C:25]([C:12]2[C:13]([CH3:24])([CH3:23])[C@H:14]3[C@:9]([CH3:38])([CH2:10][CH:11]=2)[C@@H:8]2[C@:17]([CH3:22])([C@@:18]4([CH3:21])[C@H:5]([CH2:6][CH2:7]2)[C@H:4]2[C@H:39]([C:42]([CH3:44])=[CH2:43])[CH2:40][CH2:41][C@:3]2([CH2:2][NH:1][S:46]([C:49]2[CH:50]=[CH:51][C:52]([C:53]([OH:55])=[O:54])=[CH:56][CH:57]=2)(=[O:48])=[O:47])[CH2:20][CH2:19]4)[CH2:16][CH2:15]3)=[CH:26][CH:27]=1)=[O:30])([CH3:33])([CH3:34])[CH3:35]. The catalyst class is: 326. (3) Reactant: [CH3:1][O:2][C:3]1[CH:4]=[C:5]([CH:14]=[C:15]([O:19][CH3:20])[C:16]=1[O:17][CH3:18])[CH:6]=[N:7][CH2:8][CH:9]([O:12][CH3:13])[O:10][CH3:11].[BH4-].[Na+]. Product: [CH3:20][O:19][C:15]1[CH:14]=[C:5]([CH:4]=[C:3]([O:2][CH3:1])[C:16]=1[O:17][CH3:18])[CH2:6][NH:7][CH2:8][CH:9]([O:10][CH3:11])[O:12][CH3:13]. The catalyst class is: 5. (4) Product: [CH3:1][C:2]1[CH:7]=[CH:6][C:5]([C:8]2[O:9][C:10]([CH3:13])=[N:11][N:12]=2)=[CH:4][C:3]=1[C:14]1[CH:19]=[CH:18][C:17]([C:20]([NH:45][CH2:46][C:47]2[CH:48]=[CH:49][CH:36]=[C:37]([C:38]([NH:39][CH3:40])=[O:32])[CH:54]=2)=[O:21])=[CH:16][CH:15]=1. Reactant: [CH3:1][C:2]1[CH:7]=[CH:6][C:5]([C:8]2[O:9][C:10]([CH3:13])=[N:11][N:12]=2)=[CH:4][C:3]=1[C:14]1[CH:19]=[CH:18][C:17]([C:20](O)=[O:21])=[CH:16][CH:15]=1.C1C=CC2N([OH:32])N=NC=2C=1.Cl.CN(C)[CH2:36][CH2:37][CH2:38][N:39]=[C:40]=NCC.[NH2:45][CH2:46][C:47]1[CH:48]=[C:49](C=C[CH:54]=1)C[NH-]. The catalyst class is: 3. (5) Reactant: C(OC(=O)[NH:7][C@H:8]([CH2:28][C:29]1[CH:34]=[CH:33][C:32]([O:35][CH3:36])=[CH:31][CH:30]=1)[C:9]([N:11]1[CH2:16][CH2:15][C:14]([C:23](=[O:27])[CH2:24][CH2:25][CH3:26])([CH:17]2[CH2:22][CH2:21][CH2:20][CH2:19][CH2:18]2)[CH2:13][CH2:12]1)=[O:10])(C)(C)C.[OH-].[Na+]. Product: [NH2:7][C@H:8]([CH2:28][C:29]1[CH:30]=[CH:31][C:32]([O:35][CH3:36])=[CH:33][CH:34]=1)[C:9]([N:11]1[CH2:16][CH2:15][C:14]([C:23](=[O:27])[CH2:24][CH2:25][CH3:26])([CH:17]2[CH2:18][CH2:19][CH2:20][CH2:21][CH2:22]2)[CH2:13][CH2:12]1)=[O:10]. The catalyst class is: 557.